From a dataset of Full USPTO retrosynthesis dataset with 1.9M reactions from patents (1976-2016). Predict the reactants needed to synthesize the given product. (1) Given the product [F:37][C:2]([F:36])([F:1])[CH2:3][O:4][C:5]1[CH:10]=[CH:9][CH:8]=[C:7]([O:11][CH2:12][C:13]([F:14])([F:15])[F:16])[C:6]=1[C:17]1[N:22]([CH2:23][C:24]2[CH:25]=[CH:26][C:27]([C:30]([CH3:32])([CH3:33])[CH3:31])=[CH:28][CH:29]=2)[C:21](=[O:34])[C:20]([C:56]([NH:57][CH2:81][C:82]([OH:84])=[O:83])=[O:63])=[C:19]([OH:35])[N:18]=1, predict the reactants needed to synthesize it. The reactants are: [F:1][C:2]([F:37])([F:36])[CH2:3][O:4][C:5]1[CH:10]=[CH:9][CH:8]=[C:7]([O:11][CH2:12][C:13]([F:16])([F:15])[F:14])[C:6]=1[C:17]1[N:22]([CH2:23][C:24]2[CH:29]=[CH:28][C:27]([C:30]([CH3:33])([CH3:32])[CH3:31])=[CH:26][CH:25]=2)[C:21](=[O:34])[CH:20]=[C:19]([OH:35])[N:18]=1.[Cl-].C[Al+]C.CCCCCC.C(C1C=CC([CH2:56][NH2:57])=CC=1)(C)(C)C.FC(F)(F)C[O:63]C1C=CC=C(OCC(F)(F)F)C=1C#N.C(OCC)(=O)[CH2:81][C:82]([O:84]CC)=[O:83].C[O-].[Na+].CO. (2) Given the product [CH2:2]([C:1]1[C:4]2[C:9](=[N:8][CH:7]=[CH:6][N:5]=2)[NH:25][C:24]=1[C:23]1[CH:26]=[CH:27][C:20]([C:17]([OH:16])([CH3:18])[CH3:19])=[CH:21][CH:22]=1)[CH3:3], predict the reactants needed to synthesize it. The reactants are: [CH2:1]([C:4]1[CH:9]=[N:8][CH:7]=[CH:6][N:5]=1)[CH2:2][CH3:3].CC(OC)(C)C.[OH:16][C:17]([C:20]1[CH:27]=[CH:26][C:23]([C:24]#[N:25])=[CH:22][CH:21]=1)([CH3:19])[CH3:18].C[Si]([N-][Si](C)(C)C)(C)C.[K+].